From a dataset of Full USPTO retrosynthesis dataset with 1.9M reactions from patents (1976-2016). Predict the reactants needed to synthesize the given product. (1) The reactants are: [Cl:1][C:2]1[CH:7]=[CH:6][C:5]([N:8]2[C:13](=[O:14])[N:12]([C:15](=[O:24])[C:16]3[C:21]([F:22])=[CH:20][CH:19]=[CH:18][C:17]=3[F:23])[CH2:11][S:10][CH2:9]2)=[CH:4][CH:3]=1.C1C=C(Cl)C=C(C(OO)=[O:33])C=1.O.C(=O)([O-])[O-].[K+].[K+]. Given the product [Cl:1][C:2]1[CH:7]=[CH:6][C:5]([N:8]2[C:13](=[O:14])[N:12]([C:15](=[O:24])[C:16]3[C:17]([F:23])=[CH:18][CH:19]=[CH:20][C:21]=3[F:22])[CH2:11][S:10](=[O:33])[CH2:9]2)=[CH:4][CH:3]=1, predict the reactants needed to synthesize it. (2) Given the product [Cl:37][C:2]([Cl:1])([Cl:36])[CH2:3][O:4][C:5](=[O:35])[C:6]1[CH:11]=[CH:10][CH:9]=[CH:8][C:7]=1[CH2:12][S:13][C:14]1[CH:19]=[CH:18][CH:17]=[C:16]([CH:20]([C:21]([O:23][CH2:24][CH3:39])=[O:22])[C:69]2[CH:68]=[CH:67][C:66]([C:65]([F:64])([F:75])[F:76])=[CH:71][CH:70]=2)[CH:15]=1, predict the reactants needed to synthesize it. The reactants are: [Cl:1][C:2]([Cl:37])([Cl:36])[CH2:3][O:4][C:5](=[O:35])[C:6]1[CH:11]=[CH:10][CH:9]=[CH:8][C:7]=1[CH2:12][S:13][C:14]1[CH:19]=[CH:18][CH:17]=[C:16]([CH2:20][C:21]([O:23][CH2:24]C2C=CC(C(F)(F)F)=CC=2)=[O:22])[CH:15]=1.Cl[C:39](Cl)(Cl)COC(=O)C1C=CC=CC=1CSC1C=CC=C(CC(O)=O)C=1.[F:64][C:65]([F:76])([F:75])[C:66]1[CH:71]=[CH:70][C:69](C(O)C)=[CH:68][CH:67]=1.C(Cl)Cl. (3) Given the product [Cl:21][CH2:11][C:10]1[C:9]([C:13]2[CH:18]=[CH:17][CH:16]=[CH:15][CH:14]=2)=[N:8][N:6]2[CH:7]=[C:2]([CH3:1])[CH:3]=[N:4][C:5]=12, predict the reactants needed to synthesize it. The reactants are: [CH3:1][C:2]1[CH:3]=[N:4][C:5]2[N:6]([N:8]=[C:9]([C:13]3[CH:18]=[CH:17][CH:16]=[CH:15][CH:14]=3)[C:10]=2[CH2:11]O)[CH:7]=1.S(Cl)([Cl:21])=O. (4) The reactants are: [CH2:1]([C@@H:8]1[NH:17][C:16]2[C:11](=[CH:12][CH:13]=[CH:14][CH:15]=2)[NH:10][C:9]1=O)[C:2]1[CH:7]=[CH:6][CH:5]=[CH:4][CH:3]=1.[F:19][C:20]([F:32])([S:24][C:25]1[CH:30]=[CH:29][C:28]([F:31])=[CH:27][CH:26]=1)[C:21]([OH:23])=O.P(Cl)(Cl)(Cl)=[O:34].N1C=C[CH:41]=[CH:40][CH:39]=1. Given the product [C:1]1([C:2]2[CH:3]=[CH:4][CH:5]=[CH:6][CH:7]=2)[CH:41]=[CH:40][CH:39]=[C:9]([NH:10][C:11](=[O:34])[CH2:12][CH2:13][CH2:14][CH2:15][CH2:16][NH:17][C:21](=[O:23])[C:20]([F:19])([F:32])[S:24][C:25]2[CH:30]=[CH:29][C:28]([F:31])=[CH:27][CH:26]=2)[CH:8]=1, predict the reactants needed to synthesize it. (5) Given the product [NH:11]1[C:15]2[CH:16]=[CH:17][CH:18]=[CH:19][C:14]=2[N:13]=[C:12]1[C@H:8]([NH:9][C:10]([NH:33][C@H:31]([C:27]1[CH:28]=[CH:29][CH:30]=[C:25]([O:24][CH3:23])[CH:26]=1)[CH3:32])=[O:20])[CH2:7][C:6]1[CH:5]=[CH:4][C:3]([O:2][CH3:1])=[CH:22][CH:21]=1, predict the reactants needed to synthesize it. The reactants are: [CH3:1][O:2][C:3]1[CH:22]=[CH:21][C:6]([CH2:7][C@@H:8]2[C:12]3=[N:13][C:14]4[CH:19]=[CH:18][CH:17]=[CH:16][C:15]=4[N:11]3[C:10](=[O:20])[NH:9]2)=[CH:5][CH:4]=1.[CH3:23][O:24][C:25]1[CH:26]=[C:27]([C@@H:31]([NH2:33])[CH3:32])[CH:28]=[CH:29][CH:30]=1.C(O)(C(F)(F)F)=O.